This data is from NCI-60 drug combinations with 297,098 pairs across 59 cell lines. The task is: Regression. Given two drug SMILES strings and cell line genomic features, predict the synergy score measuring deviation from expected non-interaction effect. (1) Drug 1: CCN(CC)CCNC(=O)C1=C(NC(=C1C)C=C2C3=C(C=CC(=C3)F)NC2=O)C. Drug 2: CC1C(C(CC(O1)OC2CC(CC3=C2C(=C4C(=C3O)C(=O)C5=CC=CC=C5C4=O)O)(C(=O)C)O)N)O. Cell line: U251. Synergy scores: CSS=45.3, Synergy_ZIP=2.88, Synergy_Bliss=4.62, Synergy_Loewe=-16.3, Synergy_HSA=6.81. (2) Drug 1: CC12CCC3C(C1CCC2OP(=O)(O)O)CCC4=C3C=CC(=C4)OC(=O)N(CCCl)CCCl.[Na+]. Drug 2: CC1C(C(CC(O1)OC2CC(CC3=C2C(=C4C(=C3O)C(=O)C5=CC=CC=C5C4=O)O)(C(=O)C)O)N)O. Cell line: T-47D. Synergy scores: CSS=50.3, Synergy_ZIP=11.1, Synergy_Bliss=10.9, Synergy_Loewe=1.84, Synergy_HSA=10.8. (3) Drug 1: C(CC(=O)O)C(=O)CN.Cl. Synergy scores: CSS=25.7, Synergy_ZIP=2.23, Synergy_Bliss=10.6, Synergy_Loewe=-29.6, Synergy_HSA=2.23. Cell line: SF-539. Drug 2: B(C(CC(C)C)NC(=O)C(CC1=CC=CC=C1)NC(=O)C2=NC=CN=C2)(O)O. (4) Drug 1: CC1=C2C(C(=O)C3(C(CC4C(C3C(C(C2(C)C)(CC1OC(=O)C(C(C5=CC=CC=C5)NC(=O)OC(C)(C)C)O)O)OC(=O)C6=CC=CC=C6)(CO4)OC(=O)C)O)C)O. Drug 2: C(CC(=O)O)C(=O)CN.Cl. Cell line: KM12. Synergy scores: CSS=20.5, Synergy_ZIP=-11.6, Synergy_Bliss=-17.3, Synergy_Loewe=-13.6, Synergy_HSA=-13.2. (5) Drug 1: C1=C(C(=O)NC(=O)N1)N(CCCl)CCCl. Drug 2: CS(=O)(=O)OCCCCOS(=O)(=O)C. Cell line: SK-OV-3. Synergy scores: CSS=1.22, Synergy_ZIP=-5.14, Synergy_Bliss=-8.98, Synergy_Loewe=-15.7, Synergy_HSA=-9.37.